The task is: Predict the product of the given reaction.. This data is from Forward reaction prediction with 1.9M reactions from USPTO patents (1976-2016). (1) Given the reactants [CH2:1]([OH:4])[C:2]#[CH:3].C(N(CC)CC)C.Br[C:13]1[CH:18]=[CH:17][C:16]([Br:19])=[CH:15][N:14]=1, predict the reaction product. The product is: [Br:19][C:16]1[CH:17]=[CH:18][C:13]([C:3]#[C:2][CH2:1][OH:4])=[N:14][CH:15]=1. (2) Given the reactants CCO/C(/C)=[N:5]\[O:6][S:7]([C:10]1[C:15]([CH3:16])=[CH:14][C:13]([CH3:17])=[CH:12][C:11]=1[CH3:18])(=[O:9])=[O:8].Cl(O)(=O)(=O)=O, predict the reaction product. The product is: [C:11]1([CH3:18])[CH:12]=[C:13]([CH3:17])[CH:14]=[C:15]([CH3:16])[C:10]=1[S:7]([O:6][NH2:5])(=[O:9])=[O:8]. (3) Given the reactants [CH3:1][CH:2]([CH3:22])[CH2:3][CH2:4][O:5][C:6]1[N:11]=[N:10][C:9]([CH2:12][CH2:13][C:14]2[CH:21]=[CH:20][C:17]([CH:18]=O)=[CH:16][CH:15]=2)=[CH:8][CH:7]=1.[OH:23][CH:24]1[CH2:29][CH2:28][NH:27][CH2:26][CH2:25]1, predict the reaction product. The product is: [CH3:1][CH:2]([CH3:22])[CH2:3][CH2:4][O:5][C:6]1[N:11]=[N:10][C:9]([CH2:12][CH2:13][C:14]2[CH:21]=[CH:20][C:17]([CH2:18][N:27]3[CH2:28][CH2:29][CH:24]([OH:23])[CH2:25][CH2:26]3)=[CH:16][CH:15]=2)=[CH:8][CH:7]=1. (4) Given the reactants [F:8][C:7]([F:10])([F:9])[C:6](O[C:6](=[O:11])[C:7]([F:10])([F:9])[F:8])=[O:11].[C:14]([O:18][C:19](=[O:25])[C@H:20]([CH:22]([CH3:24])[CH3:23])[NH2:21])([CH3:17])([CH3:16])[CH3:15].C(N(CC)CC)C, predict the reaction product. The product is: [C:14]([O:18][C:19](=[O:25])[C@H:20]([CH:22]([CH3:23])[CH3:24])[NH:21][C:6](=[O:11])[C:7]([F:8])([F:9])[F:10])([CH3:17])([CH3:16])[CH3:15]. (5) Given the reactants [Cl:1][C:2]1[CH:7]=[CH:6][C:5]([C:8]2[CH:13]=[C:12]([C:14]([F:17])([F:16])[F:15])[N:11]=[C:10]([N:18]3[CH:22]=[C:21](I)[N:20]=[CH:19]3)[N:9]=2)=[CH:4][CH:3]=1.[C:24]([NH:28][S:29]([C:32]1[CH:37]=[CH:36][C:35](B(O)O)=[CH:34][CH:33]=1)(=[O:31])=[O:30])([CH3:27])([CH3:26])[CH3:25], predict the reaction product. The product is: [C:24]([NH:28][S:29]([C:32]1[CH:37]=[CH:36][C:35]([C:21]2[N:20]=[CH:19][N:18]([C:10]3[N:11]=[C:12]([C:14]([F:17])([F:16])[F:15])[CH:13]=[C:8]([C:5]4[CH:6]=[CH:7][C:2]([Cl:1])=[CH:3][CH:4]=4)[N:9]=3)[CH:22]=2)=[CH:34][CH:33]=1)(=[O:31])=[O:30])([CH3:27])([CH3:25])[CH3:26]. (6) Given the reactants Cl[C:2]1[C:3]2[N:11]=[C:10]([C:12]3[CH:17]=[CH:16][C:15]([F:18])=[CH:14][CH:13]=3)[S:9][C:4]=2[N:5]=[C:6]([CH3:8])[N:7]=1.C(N(CC)CC)C.[Cl:26][C:27]1[CH:42]=[CH:41][C:30]([O:31][CH2:32][C:33]([N:35]2[CH2:40][CH2:39][NH:38][CH2:37][CH2:36]2)=[O:34])=[CH:29][CH:28]=1, predict the reaction product. The product is: [Cl:26][C:27]1[CH:28]=[CH:29][C:30]([O:31][CH2:32][C:33]([N:35]2[CH2:40][CH2:39][N:38]([C:2]3[C:3]4[N:11]=[C:10]([C:12]5[CH:17]=[CH:16][C:15]([F:18])=[CH:14][CH:13]=5)[S:9][C:4]=4[N:5]=[C:6]([CH3:8])[N:7]=3)[CH2:37][CH2:36]2)=[O:34])=[CH:41][CH:42]=1. (7) The product is: [Cl:8][C:6]1[N:7]=[C:2]([NH:25][CH:18]2[CH2:24][CH2:23][CH2:22][CH2:21][CH2:20][CH2:19]2)[N:3]=[C:4]([NH:9][C:10]2[CH:15]=[CH:14][C:13]([CH3:16])=[C:12]([F:17])[CH:11]=2)[N:5]=1. Given the reactants Cl[C:2]1[N:7]=[C:6]([Cl:8])[N:5]=[C:4]([NH:9][C:10]2[CH:15]=[CH:14][C:13]([CH3:16])=[C:12]([F:17])[CH:11]=2)[N:3]=1.[CH:18]1([NH2:25])[CH2:24][CH2:23][CH2:22][CH2:21][CH2:20][CH2:19]1.[OH-].[Na+].O, predict the reaction product.